From a dataset of Experimentally validated miRNA-target interactions with 360,000+ pairs, plus equal number of negative samples. Binary Classification. Given a miRNA mature sequence and a target amino acid sequence, predict their likelihood of interaction. The miRNA is hsa-miR-4261 with sequence AGGAAACAGGGACCCA. The protein sequence of the target gene is MANYEFSQVSGDRPGCRLSRKAQIGLGVGLLVLIALVVGIVVILLRPRSLLVWTGEPTTKHFSDIFLGRCLIYTQILRPEMRDQNCQEILSTFKGAFVSKNPCNITREDYAPLVKLVTQTIPCNKTLFWSKSKHLAHQYTWIQGKMFTLEDTLLGYIADDLRWCGDPSTSDMNYVSCPHWSENCPNNPITVFWKVISQKFAEDACGVVQVMLNGSLREPFYKNSTFGSVEVFSLDPNKVHKLQAWVMHDIEGASSNACSSSSLNELKMIVQKRNMIFACVDNYRPARFLQCVKNPEHPSC.... Result: 0 (no interaction).